Task: Predict the reactants needed to synthesize the given product.. Dataset: Full USPTO retrosynthesis dataset with 1.9M reactions from patents (1976-2016) (1) Given the product [O:1]([CH2:8][CH2:9][CH2:10][CH2:11][CH2:12][CH2:13][C:14]([C:16]1[O:17][C:18]([CH3:21])=[N:19][N:20]=1)=[O:15])[C:2]1[CH:3]=[CH:4][CH:5]=[CH:6][CH:7]=1, predict the reactants needed to synthesize it. The reactants are: [O:1]([CH2:8][CH2:9][CH2:10][CH2:11][CH2:12][CH2:13][CH:14]([C:16]1[O:17][C:18]([CH3:21])=[N:19][N:20]=1)[OH:15])[C:2]1[CH:7]=[CH:6][CH:5]=[CH:4][CH:3]=1.CC(OI1(OC(C)=O)(OC(C)=O)OC(=O)C2C=CC=CC1=2)=O. (2) Given the product [NH:1]1[C:9]2[C:4](=[CH:5][CH:6]=[CH:7][CH:8]=2)[CH:3]=[C:2]1[C:10]([Cl:17])=[O:12], predict the reactants needed to synthesize it. The reactants are: [NH:1]1[C:9]2[C:4](=[CH:5][CH:6]=[CH:7][CH:8]=2)[CH:3]=[C:2]1[C:10]([O-:12])=O.ClCl.S(Cl)([Cl:17])=O.P(Cl)(Cl)(Cl)=O.C(Cl)(=O)C(Cl)=O.